From a dataset of CYP3A4 inhibition data for predicting drug metabolism from PubChem BioAssay. Regression/Classification. Given a drug SMILES string, predict its absorption, distribution, metabolism, or excretion properties. Task type varies by dataset: regression for continuous measurements (e.g., permeability, clearance, half-life) or binary classification for categorical outcomes (e.g., BBB penetration, CYP inhibition). Dataset: cyp3a4_veith. (1) The molecule is Cc1cc(=O)oc(C)c1C(=O)NCCCN1CCN(c2ccc(F)cc2)CC1. The result is 0 (non-inhibitor). (2) The compound is O=c1nc(-c2ccccc2)n(-c2ccccc2)c2ncccc12. The result is 0 (non-inhibitor). (3) The drug is C/C=C\C1=C(CO)[C@H](O)[C@H]2O[C@H]2[C@H]1O. The result is 0 (non-inhibitor). (4) The drug is COc1ccccc1CN1CCC2(CC1)CCN(C(=O)c1ccco1)CC2. The result is 0 (non-inhibitor). (5) The drug is O=C(N/N=C/C1CCCCC1)c1ccccn1. The result is 0 (non-inhibitor). (6) The molecule is CCCCNC(=O)CCn1c(=S)[nH]c2cc3c(cc2c1=O)OCO3. The result is 1 (inhibitor). (7) The compound is CCn1c(COc2ccccc2)nnc1SCC(=O)Nc1cc(OC)ccc1OC. The result is 1 (inhibitor). (8) The drug is Cc1cc(C)c(NC(=O)NC(=O)c2ccc(F)cc2)c(C)n1. The result is 0 (non-inhibitor). (9) The molecule is c1ccc2cc(C3=NCCN3)ncc2c1. The result is 0 (non-inhibitor).